Dataset: Forward reaction prediction with 1.9M reactions from USPTO patents (1976-2016). Task: Predict the product of the given reaction. (1) Given the reactants [F:1][C:2]1[CH:11]=[CH:10][CH:9]=[C:8]([F:12])[C:3]=1[CH2:4][N:5]=[N+:6]=[N-:7].[C:13]([OH:17])(=[O:16])[C:14]#[CH:15].O=C1O[C@H]([C@H](CO)O)C(O)=C1O, predict the reaction product. The product is: [F:1][C:2]1[CH:11]=[CH:10][CH:9]=[C:8]([F:12])[C:3]=1[CH2:4][N:5]1[CH:15]=[C:14]([C:13]([OH:17])=[O:16])[N:7]=[N:6]1. (2) Given the reactants C([CH2:4][NH:5][C:6]1[CH:14]=[CH:13][C:12]([Br:15])=[CH:11][C:7]=1[C:8](O)=O)(O)=O.[C:16]([O-:19])(=[O:18])[CH3:17].[Na+].C(O[C:25](=[O:27])[CH3:26])(=O)C, predict the reaction product. The product is: [C:25]([N:5]1[C:6]2[C:7](=[CH:11][C:12]([Br:15])=[CH:13][CH:14]=2)[C:8]([O:18][C:16](=[O:19])[CH3:17])=[CH:4]1)(=[O:27])[CH3:26].